From a dataset of Full USPTO retrosynthesis dataset with 1.9M reactions from patents (1976-2016). Predict the reactants needed to synthesize the given product. (1) Given the product [Br:1][C:2]1[CH:10]=[CH:9][C:8]([N+:12]([O-:14])=[O:13])=[C:7]2[C:3]=1[CH2:4][NH:5][C:6]2=[O:11], predict the reactants needed to synthesize it. The reactants are: [Br:1][C:2]1[CH:10]=[CH:9][CH:8]=[C:7]2[C:3]=1[CH2:4][NH:5][C:6]2=[O:11].[N+:12]([O-])([OH:14])=[O:13]. (2) The reactants are: [CH2:1]([O:8][C:9]1[CH:18]=[C:17]2[C:12]([CH2:13][CH2:14][NH:15][CH:16]2/[CH:19]=[CH:20]/[C:21]2[CH:26]=[CH:25][C:24]([O:27][CH2:28][C:29]3[CH:34]=[CH:33][CH:32]=[CH:31][CH:30]=3)=[C:23]([O:35][CH3:36])[CH:22]=2)=[CH:11][C:10]=1[O:37][CH3:38])[C:2]1[CH:7]=[CH:6][CH:5]=[CH:4][CH:3]=1.I[CH2:40][CH2:41][CH2:42][CH3:43]. Given the product [CH2:1]([O:8][C:9]1[CH:18]=[C:17]2[C:12]([CH2:13][CH2:14][N:15]([CH2:40][CH2:41][CH2:42][CH3:43])[CH:16]2/[CH:19]=[CH:20]/[C:21]2[CH:26]=[CH:25][C:24]([O:27][CH2:28][C:29]3[CH:30]=[CH:31][CH:32]=[CH:33][CH:34]=3)=[C:23]([O:35][CH3:36])[CH:22]=2)=[CH:11][C:10]=1[O:37][CH3:38])[C:2]1[CH:7]=[CH:6][CH:5]=[CH:4][CH:3]=1, predict the reactants needed to synthesize it. (3) Given the product [CH3:1][C:2]1[N:6]=[C:5]([CH3:7])[N:4]([C:8]2[N:13]=[C:12]([CH3:14])[N:11]=[C:10]([N:15]3[CH2:18][CH:17]([C:19]([OH:21])=[O:20])[CH2:16]3)[CH:9]=2)[N:3]=1, predict the reactants needed to synthesize it. The reactants are: [CH3:1][C:2]1[N:6]=[C:5]([CH3:7])[N:4]([C:8]2[N:13]=[C:12]([CH3:14])[N:11]=[C:10]([N:15]3[CH2:18][CH:17]([C:19]([O:21]C)=[O:20])[CH2:16]3)[CH:9]=2)[N:3]=1.C[Si](C)(C)[O-].[K+]. (4) Given the product [F:25][CH:20]1[CH2:21][CH2:22][CH2:23][CH2:24][CH:19]1[C:3]1[C:4]2[S:14][C:13]([C:15]([O:17][CH3:18])=[O:16])=[CH:12][C:5]=2[N:6]([CH2:7][C:8]([O:10][CH3:11])=[O:9])[C:2]=1[C:29]1[CH:30]=[CH:31][CH:32]=[CH:33][C:28]=1[CH:26]=[O:27], predict the reactants needed to synthesize it. The reactants are: Br[C:2]1[N:6]([CH2:7][C:8]([O:10][CH3:11])=[O:9])[C:5]2[CH:12]=[C:13]([C:15]([O:17][CH3:18])=[O:16])[S:14][C:4]=2[C:3]=1[CH:19]1[CH2:24][CH2:23][CH2:22][CH2:21][CH:20]1[F:25].[CH:26]([C:28]1[CH:33]=[CH:32][CH:31]=[CH:30][C:29]=1B(O)O)=[O:27].C([O-])([O-])=O.[Na+].[Na+]. (5) Given the product [CH2:12]([NH:1][C:2]1[CH:11]=[CH:10][CH:9]=[C:8]2[C:3]=1[CH:4]=[CH:5][CH:6]=[N:7]2)[CH3:13], predict the reactants needed to synthesize it. The reactants are: [NH2:1][C:2]1[CH:11]=[CH:10][CH:9]=[C:8]2[C:3]=1[CH:4]=[CH:5][CH:6]=[N:7]2.[CH:12](=O)[CH3:13].CC1C=CC(S)=CC=1.